Dataset: Full USPTO retrosynthesis dataset with 1.9M reactions from patents (1976-2016). Task: Predict the reactants needed to synthesize the given product. (1) The reactants are: [F:1][C:2]([P:8]([C:14]([F:20])([F:19])[C:15]([F:18])([F:17])[F:16])(=[O:13])[O:9][CH2:10][C:11]#[CH:12])([F:7])[C:3]([F:6])([F:5])[F:4].[CH2:21]([N:29]([CH2:38][CH2:39][CH2:40][CH2:41][CH2:42][CH2:43][CH2:44][CH3:45])[CH2:30][CH2:31][CH2:32][CH2:33][CH2:34][CH2:35][CH2:36][CH3:37])[CH2:22][CH2:23][CH2:24][CH2:25][CH2:26][CH2:27][CH3:28]. Given the product [F:7][C:2]([P:8]([C:14]([F:19])([F:20])[C:15]([F:18])([F:17])[F:16])(=[O:9])[O-:13])([F:1])[C:3]([F:6])([F:5])[F:4].[CH2:38]([N+:29]([CH2:21][CH2:22][CH2:23][CH2:24][CH2:25][CH2:26][CH2:27][CH3:28])([CH2:30][CH2:31][CH2:32][CH2:33][CH2:34][CH2:35][CH2:36][CH3:37])[CH2:12][C:11]#[CH:10])[CH2:39][CH2:40][CH2:41][CH2:42][CH2:43][CH2:44][CH3:45], predict the reactants needed to synthesize it. (2) Given the product [CH2:16]([C@H:19]1[CH2:24][CH2:23][C@H:22]([C@H:25]2[CH2:26][CH2:27][C@H:28]([CH:31]=[CH:8][C:9]([O:11][CH2:12][CH3:13])=[O:10])[CH2:29][CH2:30]2)[CH2:21][CH2:20]1)[CH2:17][CH3:18], predict the reactants needed to synthesize it. The reactants are: [H-].[Na+].C(P([CH2:8][C:9]([O:11][CH2:12][CH3:13])=[O:10])CC)C.[H][H].[CH2:16]([C@H:19]1[CH2:24][CH2:23][C@H:22]([C@H:25]2[CH2:30][CH2:29][C@H:28]([CH:31]=O)[CH2:27][CH2:26]2)[CH2:21][CH2:20]1)[CH2:17][CH3:18]. (3) The reactants are: [C:1]([O:5][C:6]([N:8]1[CH2:13][CH2:12][N:11]([C:14]2[C:19]([C:20]([F:23])([F:22])[F:21])=[CH:18][C:17]([CH:24]=[O:25])=[CH:16][N:15]=2)[CH2:10][C@H:9]1[CH3:26])=[O:7])([CH3:4])([CH3:3])[CH3:2].[BH4-].[Na+]. Given the product [C:1]([O:5][C:6]([N:8]1[CH2:13][CH2:12][N:11]([C:14]2[C:19]([C:20]([F:23])([F:21])[F:22])=[CH:18][C:17]([CH2:24][OH:25])=[CH:16][N:15]=2)[CH2:10][C@H:9]1[CH3:26])=[O:7])([CH3:4])([CH3:2])[CH3:3], predict the reactants needed to synthesize it.